Dataset: Catalyst prediction with 721,799 reactions and 888 catalyst types from USPTO. Task: Predict which catalyst facilitates the given reaction. (1) Reactant: [N:1]1[CH:6]=[CH:5][C:4]([NH:7][C:8](=[O:16])OC2C=CC=CC=2)=[CH:3][CH:2]=1.[NH2:17][C:18]1[CH:47]=[CH:46][C:21]([CH2:22][CH:23]2[CH2:28][CH2:27][N:26]([CH2:29][C:30]3[CH:35]=[CH:34][C:33]([C:36]([OH:45])([C:41]([F:44])([F:43])[F:42])[C:37]([F:40])([F:39])[F:38])=[CH:32][CH:31]=3)[CH2:25][CH2:24]2)=[CH:20][CH:19]=1. Product: [F:40][C:37]([F:38])([F:39])[C:36]([C:33]1[CH:32]=[CH:31][C:30]([CH2:29][N:26]2[CH2:25][CH2:24][CH:23]([CH2:22][C:21]3[CH:20]=[CH:19][C:18]([NH:17][C:8]([NH:7][C:4]4[CH:3]=[CH:2][N:1]=[CH:6][CH:5]=4)=[O:16])=[CH:47][CH:46]=3)[CH2:28][CH2:27]2)=[CH:35][CH:34]=1)([OH:45])[C:41]([F:44])([F:43])[F:42]. The catalyst class is: 12. (2) Reactant: C([O:5][C:6](=[O:24])/[CH:7]=[CH:8]/[C:9]1[CH:10]=[N:11][C:12]2[NH:21][C:20](=[O:22])[C@H:19]3[N:15]([CH2:16][CH2:17][CH2:18]3)[CH2:14][C:13]=2[CH:23]=1)(C)(C)C.C(O)(C(F)(F)F)=O.C(Cl)[Cl:33]. Product: [ClH:33].[O:22]=[C:20]1[C@H:19]2[N:15]([CH2:16][CH2:17][CH2:18]2)[CH2:14][C:13]2[CH:23]=[C:9](/[CH:8]=[CH:7]/[C:6]([OH:24])=[O:5])[CH:10]=[N:11][C:12]=2[NH:21]1. The catalyst class is: 28. (3) Reactant: [CH2:1]([C:8]1[N:9]=[N:10][C:11]2[C:16]([C:17]=1Br)=[CH:15][CH:14]=[CH:13][C:12]=2[C:19]([F:22])([F:21])[F:20])[C:2]1[CH:7]=[CH:6][CH:5]=[CH:4][CH:3]=1.[OH:23][C:24]1[CH:25]=[C:26](B(O)O)[CH:27]=[CH:28][CH:29]=1.[O-]P([O-])([O-])=O.[K+].[K+].[K+].O. Product: [CH2:1]([C:8]1[N:9]=[N:10][C:11]2[C:16]([C:17]=1[C:28]1[CH:29]=[C:24]([OH:23])[CH:25]=[CH:26][CH:27]=1)=[CH:15][CH:14]=[CH:13][C:12]=2[C:19]([F:22])([F:21])[F:20])[C:2]1[CH:7]=[CH:6][CH:5]=[CH:4][CH:3]=1. The catalyst class is: 77. (4) The catalyst class is: 1. Product: [C:34]([N:41]1[C:49]2[C:44](=[CH:45][C:46]([O:50][CH2:20][CH2:21][O:23][CH3:24])=[CH:47][CH:48]=2)[CH:43]=[C:42]1[C:51]([O:53][CH2:54][CH3:55])=[O:52])([O:36][C:37]([CH3:40])([CH3:39])[CH3:38])=[O:35]. Reactant: C1(P(C2C=CC=CC=2)C2C=CC=CC=2)C=CC=CC=1.[CH3:20][CH:21]([O:23][C:24](/N=N/[C:24]([O:23][CH:21](C)[CH3:20])=O)=O)C.[C:34]([N:41]1[C:49]2[C:44](=[CH:45][C:46]([OH:50])=[CH:47][CH:48]=2)[CH:43]=[C:42]1[C:51]([O:53][CH2:54][CH3:55])=[O:52])([O:36][C:37]([CH3:40])([CH3:39])[CH3:38])=[O:35].COC(O)C. (5) Reactant: [Br:1][C:2]1[CH:3]=[C:4]([CH:8]=[CH:9][C:10]=1[O:11][C:12]1[CH:17]=[CH:16][C:15]([Cl:18])=[CH:14][CH:13]=1)[C:5](O)=[O:6].[CH3:19][S:20]([NH2:23])(=[O:22])=[O:21].CCN=C=NCCCN(C)C. Product: [Br:1][C:2]1[CH:3]=[C:4]([CH:8]=[CH:9][C:10]=1[O:11][C:12]1[CH:17]=[CH:16][C:15]([Cl:18])=[CH:14][CH:13]=1)[C:5]([NH:23][S:20]([CH3:19])(=[O:22])=[O:21])=[O:6]. The catalyst class is: 241. (6) Reactant: Br[C:2]1[C:3]2[N:4]([N:8]=[C:9]([NH:11][C:12]([CH:14]3[CH2:16][CH2:15]3)=[O:13])[CH:10]=2)[CH:5]=[CH:6][CH:7]=1.CC1(C)C(C)(C)OB([C:25]2[CH:43]=[CH:42][C:28]([O:29][C@@H:30]3[CH2:34][CH2:33][N:32]([C:35]([O:37][C:38]([CH3:41])([CH3:40])[CH3:39])=[O:36])[CH2:31]3)=[CH:27][CH:26]=2)O1.C([O-])([O-])=O.[Na+].[Na+].O. Product: [CH:14]1([C:12]([NH:11][C:9]2[CH:10]=[C:3]3[C:2]([C:25]4[CH:43]=[CH:42][C:28]([O:29][C@@H:30]5[CH2:34][CH2:33][N:32]([C:35]([O:37][C:38]([CH3:39])([CH3:40])[CH3:41])=[O:36])[CH2:31]5)=[CH:27][CH:26]=4)=[CH:7][CH:6]=[CH:5][N:4]3[N:8]=2)=[O:13])[CH2:16][CH2:15]1. The catalyst class is: 12.